This data is from Reaction yield outcomes from USPTO patents with 853,638 reactions. The task is: Predict the reaction yield, written as a fraction of the theoretical maximum amount of product (1.0 means a 100% yield; for example, 0.34 means a 34% yield). (1) The reactants are [N:1]([CH2:4][C:5]1[C:6]([C:12]2[C:17]3[S:18][C:19]([C:21]4[C:26]([F:27])=[CH:25][N:24]=[C:23]([NH:28][CH2:29][CH2:30][N:31]5[CH2:35][CH2:34][NH:33][C:32]5=[O:36])[N:22]=4)=[CH:20][C:16]=3[CH:15]=[CH:14][CH:13]=2)=[CH:7][C:8]([F:11])=[N:9][CH:10]=1)=[N+]=[N-].C(O)=O.NN.C(=O)([O-])[O-].[Na+].[Na+]. The catalyst is C(O)C.[Ni]. The product is [NH2:1][CH2:4][C:5]1[C:6]([C:12]2[C:17]3[S:18][C:19]([C:21]4[C:26]([F:27])=[CH:25][N:24]=[C:23]([NH:28][CH2:29][CH2:30][N:31]5[CH2:35][CH2:34][NH:33][C:32]5=[O:36])[N:22]=4)=[CH:20][C:16]=3[CH:15]=[CH:14][CH:13]=2)=[CH:7][C:8]([F:11])=[N:9][CH:10]=1. The yield is 0.530. (2) The reactants are Cl[C:2]1[N:3]=[C:4]([OH:12])[C:5]2[CH:11]=[CH:10][N:9]=[CH:8][C:6]=2[N:7]=1.[F:13][C:14]([F:24])([F:23])[C:15]1[CH:20]=[CH:19][CH:18]=[CH:17][C:16]=1[CH2:21][OH:22]. No catalyst specified. The product is [F:13][C:14]([F:23])([F:24])[C:15]1[CH:20]=[CH:19][CH:18]=[CH:17][C:16]=1[CH2:21][O:22][C:2]1[N:3]=[C:4]([OH:12])[C:5]2[CH:11]=[CH:10][N:9]=[CH:8][C:6]=2[N:7]=1. The yield is 0.410. (3) The reactants are [Cl:1][C:2]1[CH:3]=[C:4]([CH:9](O)[C:10]([F:13])([F:12])[F:11])[CH:5]=[C:6]([Cl:8])[CH:7]=1.[Br:15]N1C(=O)CCC1=O.P(OC1C=CC=CC=1)(OC1C=CC=CC=1)OC1C=CC=CC=1. The catalyst is C(Cl)Cl. The product is [Br:15][CH:9]([C:4]1[CH:3]=[C:2]([Cl:1])[CH:7]=[C:6]([Cl:8])[CH:5]=1)[C:10]([F:13])([F:12])[F:11]. The yield is 0.400. (4) The reactants are [CH3:1][C:2](=[CH2:16])[CH2:3][CH2:4][O:5][C:6]1[CH:7]=[C:8]([NH:12][C:13](=[O:15])[CH3:14])[CH:9]=[CH:10][CH:11]=1.[Al+3].[Cl-].[Cl-].[Cl-].O. The product is [CH3:16][C:2]1([CH3:1])[C:11]2[C:6](=[CH:7][C:8]([NH:12][C:13](=[O:15])[CH3:14])=[CH:9][CH:10]=2)[O:5][CH2:4][CH2:3]1. The catalyst is FC1C=CC=CC=1. The yield is 0.540. (5) The reactants are [N+:1]([C:4]1[CH:12]=[C:11]2[C:7]([C:8]([C:13]3[CH2:18][CH2:17][C:16](=O)[CH2:15][CH:14]=3)=[CH:9][NH:10]2)=[CH:6][CH:5]=1)([O-:3])=[O:2].CC(O)=O.[CH2:24]([NH2:27])[CH2:25][CH3:26].[BH-](OC(C)=O)(OC(C)=O)OC(C)=O.[Na+].[OH-].[Na+]. The catalyst is ClCCCl. The product is [N+:1]([C:4]1[CH:12]=[C:11]2[C:7]([C:8]([C:13]3[CH2:18][CH2:17][CH:16]([NH:27][CH2:24][CH2:25][CH3:26])[CH2:15][CH:14]=3)=[CH:9][NH:10]2)=[CH:6][CH:5]=1)([O-:3])=[O:2]. The yield is 0.660. (6) The product is [CH3:18][O:3][C:1]([C:4]1[N:5]=[CH:6][C:7]([NH:10][C:11](=[O:16])[C:12]([CH3:15])([CH3:14])[CH3:13])=[N:8][CH:9]=1)([O:30][CH3:29])[CH3:2]. The catalyst is CO. The yield is 0.720. The reactants are [C:1]([C:4]1[N:5]=[CH:6][C:7]([NH:10][C:11](=[O:16])[C:12]([CH3:15])([CH3:14])[CH3:13])=[N:8][CH:9]=1)(=[O:3])[CH3:2].O.[C:18]1(C)C=CC(S(O)(=O)=O)=CC=1.[CH:29](OC)(OC)[O:30]C. (7) The reactants are Cl[C:2]1[N:7]=[CH:6][C:5]([S:8]([NH2:11])(=[O:10])=[O:9])=[CH:4][CH:3]=1.[CH3:12][NH:13][CH3:14]. No catalyst specified. The product is [CH3:12][N:13]([CH3:14])[C:2]1[N:7]=[CH:6][C:5]([S:8]([NH2:11])(=[O:10])=[O:9])=[CH:4][CH:3]=1. The yield is 0.950. (8) The catalyst is C(#N)C. The yield is 0.500. The reactants are [CH:1]([S:14][CH2:15][CH2:16]Br)([C:8]1[CH:13]=[CH:12][CH:11]=[CH:10][CH:9]=1)[C:2]1[CH:7]=[CH:6][CH:5]=[CH:4][CH:3]=1.[NH:18]1[CH2:23][CH2:22][NH:21][CH2:20][CH2:19]1.C([O-])([O-])=O.[K+].[K+]. The product is [CH:1]([S:14][CH2:15][CH2:16][N:18]1[CH2:23][CH2:22][NH:21][CH2:20][CH2:19]1)([C:8]1[CH:13]=[CH:12][CH:11]=[CH:10][CH:9]=1)[C:2]1[CH:7]=[CH:6][CH:5]=[CH:4][CH:3]=1. (9) The reactants are Br[C:2]1[N:3]=[C:4]([Si](C)(C)C)[S:5][CH:6]=1.[Li]CCCC.[Cl:16][C:17]1[CH:24]=[CH:23][C:20]([CH:21]=[O:22])=[C:19]([O:25][CH3:26])[CH:18]=1.Cl.C([O-])([O-])=O.[Na+].[Na+]. The catalyst is C1COCC1. The product is [Cl:16][C:17]1[CH:24]=[CH:23][C:20]([CH:21]([C:6]2[S:5][CH:4]=[N:3][CH:2]=2)[OH:22])=[C:19]([O:25][CH3:26])[CH:18]=1. The yield is 0.190. (10) The product is [N+:19]([C:17]1[CH:16]=[CH:15][C:14]2[NH:8][CH2:9][CH2:10][CH2:11][O:12][C:13]=2[CH:18]=1)([O-:21])=[O:20]. The yield is 0.930. The reactants are [OH-].[K+].C(OC([N:8]1[C:14]2[CH:15]=[CH:16][C:17]([N+:19]([O-:21])=[O:20])=[CH:18][C:13]=2[O:12][CH2:11][CH2:10][CH2:9]1)=O)C. The catalyst is O.COCCO.